From a dataset of Catalyst prediction with 721,799 reactions and 888 catalyst types from USPTO. Predict which catalyst facilitates the given reaction. (1) Reactant: [C:1]1([CH3:14])[CH:6]=[C:5]([CH3:7])[CH:4]=[C:3]([CH3:8])[C:2]=1[S:9]([O:12][NH2:13])(=[O:11])=[O:10].[S:15]1[CH:19]=[CH:18][N:17]=[C:16]1[CH:20]([OH:22])[CH3:21]. Product: [C:1]1([CH3:14])[CH:6]=[C:5]([CH3:7])[CH:4]=[C:3]([CH3:8])[C:2]=1[S:9]([O-:12])(=[O:11])=[O:10].[NH2:13][N+:17]1[CH:18]=[CH:19][S:15][C:16]=1[CH:20]([OH:22])[CH3:21]. The catalyst class is: 363. (2) Reactant: CN(C=O)C.[C:6]([O:10][C:11]([NH:13][C:14]1[CH:22]=[C:18]([C:19]([OH:21])=[O:20])[C:17]([OH:23])=[CH:16][CH:15]=1)=[O:12])([CH3:9])([CH3:8])[CH3:7].C1(C)C=CC(S(O[CH2:34][CH2:35][CH2:36][CH2:37][O:38][N+:39]([O-:41])=[O:40])(=O)=O)=CC=1. Product: [N+:39]([O:38][CH2:37][CH2:36][CH2:35][CH2:34][O:20][C:19](=[O:21])[C:18]1[CH:22]=[C:14]([NH:13][C:11]([O:10][C:6]([CH3:9])([CH3:7])[CH3:8])=[O:12])[CH:15]=[CH:16][C:17]=1[OH:23])([O-:41])=[O:40]. The catalyst class is: 6. (3) Reactant: C1(O[C:8](=[O:29])[NH:9][C:10]2[CH:11]=[N:12][C:13]([O:16][C:17]3[C:22]4[C:23]([CH3:27])([CH3:26])[CH2:24][O:25][C:21]=4[C:20]([CH3:28])=[CH:19][CH:18]=3)=[CH:14][CH:15]=2)C=CC=CC=1.O.[NH2:31][NH2:32].O. Product: [CH3:26][C:23]1([CH3:27])[C:22]2[C:17]([O:16][C:13]3[N:12]=[CH:11][C:10]([NH:9][C:8]([NH:31][NH2:32])=[O:29])=[CH:15][CH:14]=3)=[CH:18][CH:19]=[C:20]([CH3:28])[C:21]=2[O:25][CH2:24]1. The catalyst class is: 12. (4) Reactant: [Br:1][C:2]1[C:3]([N:12]2[CH2:17][CH2:16][N:15]([CH2:18][C:19]3[CH:24]=[CH:23][C:22]([Cl:25])=[CH:21][CH:20]=3)[CH2:14][CH2:13]2)=[C:4]([N+:9]([O-])=O)[C:5]([NH2:8])=[N:6][CH:7]=1.CCO.[N:29]1([CH2:35][C:36]2[CH:43]=[CH:42][C:39]([CH:40]=O)=[CH:38][CH:37]=2)[CH2:34][CH2:33][O:32][CH2:31][CH2:30]1.[O-]S(S([O-])=O)=O.[Na+].[Na+]. Product: [Br:1][C:2]1[C:3]([N:12]2[CH2:17][CH2:16][N:15]([CH2:18][C:19]3[CH:24]=[CH:23][C:22]([Cl:25])=[CH:21][CH:20]=3)[CH2:14][CH2:13]2)=[C:4]2[N:9]=[C:40]([C:39]3[CH:38]=[CH:37][C:36]([CH2:35][N:29]4[CH2:34][CH2:33][O:32][CH2:31][CH2:30]4)=[CH:43][CH:42]=3)[NH:8][C:5]2=[N:6][CH:7]=1. The catalyst class is: 27. (5) Reactant: [C:1]([O:5][C:6]([N:8]1[CH2:12][C@@H:11]([NH:13][C:14]2[CH:19]=[CH:18][C:17]([C:20]#[N:21])=[CH:16][N:15]=2)[CH2:10][C@H:9]1[C:22]([N:24]1[CH2:28][CH2:27][S:26][CH2:25]1)=[O:23])=[O:7])([CH3:4])([CH3:3])[CH3:2].CC(C)([O-])C.[K+].[CH2:35](Br)[C:36]1[CH:41]=[CH:40][CH:39]=[CH:38][CH:37]=1.C(O)(=O)CC(CC(O)=O)(C(O)=O)O. Product: [CH2:35]([N:13]([C@@H:11]1[CH2:12][N:8]([C:6]([O:5][C:1]([CH3:4])([CH3:2])[CH3:3])=[O:7])[C@H:9]([C:22]([N:24]2[CH2:28][CH2:27][S:26][CH2:25]2)=[O:23])[CH2:10]1)[C:14]1[CH:19]=[CH:18][C:17]([C:20]#[N:21])=[CH:16][N:15]=1)[C:36]1[CH:41]=[CH:40][CH:39]=[CH:38][CH:37]=1. The catalyst class is: 3. (6) Reactant: [Cl:1][C:2]1[CH:7]=[CH:6][CH:5]=[CH:4][C:3]=1[CH:8]1[CH2:19][C:18]2[N:17]([CH2:20][CH2:21][O:22][CH2:23][CH2:24][O:25][CH2:26][CH3:27])[CH:16]=[CH:15][C:14]=2[CH:13]2[CH:9]1[C:10](=[O:29])[NH:11][C:12]2=[O:28]. Product: [Cl:1][C:2]1[CH:7]=[CH:6][CH:5]=[CH:4][C:3]=1[C:8]1[CH:19]=[C:18]2[C:14]([CH:15]=[CH:16][N:17]2[CH2:20][CH2:21][O:22][CH2:23][CH2:24][O:25][CH2:26][CH3:27])=[C:13]2[C:9]=1[C:10](=[O:29])[NH:11][C:12]2=[O:28]. The catalyst class is: 697. (7) Reactant: C([C:3]1([NH:7][C:8](=[O:19])[C:9]2[CH:14]=[CH:13][CH:12]=[CH:11][C:10]=2[C:15]([F:18])([F:17])[F:16])[CH2:6][CH2:5][CH2:4]1)#N.CC(C)([O-])C.[Na+]. Product: [C:3]1([NH:7][C:8](=[O:19])[C:9]2[CH:14]=[CH:13][CH:12]=[CH:11][C:10]=2[C:15]([F:17])([F:18])[F:16])[CH2:6][CH2:5][CH:4]=1. The catalyst class is: 680.